Dataset: Forward reaction prediction with 1.9M reactions from USPTO patents (1976-2016). Task: Predict the product of the given reaction. (1) Given the reactants [CH:1]([N:4]1[CH:9]=[C:8]([CH:10]2[CH2:15][CH2:14][C:13](=O)[CH2:12][CH2:11]2)[CH:7]=[CH:6][C:5]1=[O:17])([CH3:3])[CH3:2].[NH:18]1[CH2:21][CH:20]([NH:22][C:23]([CH2:25][NH:26][C:27](=[O:38])[C:28]2[CH:33]=[CH:32][CH:31]=[C:30]([C:34]([F:37])([F:36])[F:35])[CH:29]=2)=[O:24])[CH2:19]1, predict the reaction product. The product is: [CH:1]([N:4]1[C:5](=[O:17])[CH:6]=[CH:7][C:8]([CH:10]2[CH2:15][CH2:14][CH:13]([N:18]3[CH2:21][CH:20]([NH:22][C:23]([CH2:25][NH:26][C:27](=[O:38])[C:28]4[CH:33]=[CH:32][CH:31]=[C:30]([C:34]([F:37])([F:35])[F:36])[CH:29]=4)=[O:24])[CH2:19]3)[CH2:12][CH2:11]2)=[CH:9]1)([CH3:3])[CH3:2]. (2) Given the reactants Br[C:2]1[N:3]=[C:4](/[CH:12]=[CH:13]/[C:14]2[N:22]=[C:21]3[N:16]([C:17]([CH3:24])=[N:18][CH:19]=[C:20]3[CH3:23])[N:15]=2)[N:5]([CH2:7][C:8]([F:11])([F:10])[F:9])[CH:6]=1.[NH:25]1[CH2:29][CH2:28][CH2:27][C:26]1=[O:30], predict the reaction product. The product is: [CH3:24][C:17]1[N:16]2[N:15]=[C:14](/[CH:13]=[CH:12]/[C:4]3[N:5]([CH2:7][C:8]([F:11])([F:10])[F:9])[CH:6]=[C:2]([N:25]4[CH2:29][CH2:28][CH2:27][C:26]4=[O:30])[N:3]=3)[N:22]=[C:21]2[C:20]([CH3:23])=[CH:19][N:18]=1. (3) Given the reactants Cl.[CH2:2]([O:4][NH2:5])[CH3:3].C([O:8][C:9]([C:11]1[C:16]([NH:17][C:18]2[CH:23]=[CH:22][C:21]([S:24][CH3:25])=[CH:20][C:19]=2[F:26])=[C:15]([CH3:27])[N:14]2[N:28]=[CH:29][CH:30]=[C:13]2[N:12]=1)=O)C.C[Si]([N-][Si](C)(C)C)(C)C.[Li+], predict the reaction product. The product is: [CH2:2]([O:4][NH:5][C:9]([C:11]1[C:16]([NH:17][C:18]2[CH:23]=[CH:22][C:21]([S:24][CH3:25])=[CH:20][C:19]=2[F:26])=[C:15]([CH3:27])[N:14]2[N:28]=[CH:29][CH:30]=[C:13]2[N:12]=1)=[O:8])[CH3:3].